This data is from Forward reaction prediction with 1.9M reactions from USPTO patents (1976-2016). The task is: Predict the product of the given reaction. (1) Given the reactants C1C2C(COC([N:18]3[CH2:23][CH2:22][C:21]([NH:35]C(OCC4C5C=CC=CC=5C5C4=CC=CC=5)=O)([C:24]4[O:25][C:26]([C:29]5[CH:34]=[CH:33][CH:32]=[CH:31][CH:30]=5)=[CH:27][N:28]=4)[CH2:20][CH2:19]3)=O)C3C(=CC=CC=3)C=2C=CC=1.N1CCCCC1, predict the reaction product. The product is: [C:29]1([C:26]2[O:25][C:24]([C:21]3([NH2:35])[CH2:20][CH2:19][NH:18][CH2:23][CH2:22]3)=[N:28][CH:27]=2)[CH:30]=[CH:31][CH:32]=[CH:33][CH:34]=1. (2) The product is: [N+:1]([C:4]1[CH:5]=[C:6]([CH:10]=[CH:11][C:12]=1[N+:13]([O-:15])=[O:14])[C:7]([NH:16][CH:17]1[CH2:22][CH2:21][O:20][CH2:19][CH2:18]1)=[O:9])([O-:3])=[O:2]. Given the reactants [N+:1]([C:4]1[CH:5]=[C:6]([CH:10]=[CH:11][C:12]=1[N+:13]([O-:15])=[O:14])[C:7]([OH:9])=O)([O-:3])=[O:2].[NH2:16][CH:17]1[CH2:22][CH2:21][O:20][CH2:19][CH2:18]1, predict the reaction product. (3) Given the reactants Cl.[CH3:2][O:3][C:4]([CH2:6][C:7]1[CH:8]=[C:9]([CH:17]=[CH:18][CH:19]=1)[CH2:10][N:11]1[CH2:16][CH2:15][NH:14][CH2:13][CH2:12]1)=[O:5].Br[CH2:21][CH2:22][CH2:23][CH2:24][N:25]1[C:33]([O:34][CH3:35])=[N:32][C:31]2[C:26]1=[N:27][C:28]([O:37][CH2:38][CH2:39][CH2:40][CH3:41])=[N:29][C:30]=2[NH2:36], predict the reaction product. The product is: [CH2:38]([O:37][C:28]1[N:27]=[C:26]2[C:31]([N:32]=[C:33]([O:34][CH3:35])[N:25]2[CH2:24][CH2:23][CH2:22][CH2:21][N:14]2[CH2:15][CH2:16][N:11]([CH2:10][C:9]3[CH:17]=[CH:18][CH:19]=[C:7]([CH2:6][C:4]([O:3][CH3:2])=[O:5])[CH:8]=3)[CH2:12][CH2:13]2)=[C:30]([NH2:36])[N:29]=1)[CH2:39][CH2:40][CH3:41]. (4) Given the reactants [Cl:1][C:2]1[C:3]2[C:10]([C:11]3[CH:16]=[CH:15][CH:14]=[CH:13][CH:12]=3)=[CH:9][O:8][C:4]=2[N:5]=[CH:6][N:7]=1.CCN(CC)CC, predict the reaction product. The product is: [Cl:1][C:2]1[C:3]2[C:10]([C:11]3[CH:16]=[CH:15][CH:14]=[CH:13][CH:12]=3)=[CH:9][O:8][C:4]=2[N:5]=[CH:6][N:7]=1.[C:11]1([C:10]2[C:3]3[CH:2]=[N:7][CH:6]=[N:5][C:4]=3[O:8][CH:9]=2)[CH:12]=[CH:13][CH:14]=[CH:15][CH:16]=1. (5) Given the reactants [NH2:1][C:2]1[S:3][C:4]2[CH:10]=[C:9]([N+:11]([O-:13])=[O:12])[CH:8]=[CH:7][C:5]=2[N:6]=1.Cl[C:15]([O:17][CH3:18])=[O:16].O, predict the reaction product. The product is: [N+:11]([C:9]1[CH:8]=[CH:7][C:5]2[N:6]=[C:2]([NH:1][C:15](=[O:16])[O:17][CH3:18])[S:3][C:4]=2[CH:10]=1)([O-:13])=[O:12]. (6) Given the reactants [CH3:1][CH:2]1[CH2:6][CH2:5][CH2:4][CH:3]1[NH2:7].C(N(CC)CC)C.[F:15][C:16]1[CH:17]=[C:18]([CH:22]=[C:23]([F:29])[C:24]=1[O:25][CH2:26][C:27]#[CH:28])[C:19](Cl)=[O:20], predict the reaction product. The product is: [CH3:1][CH:2]1[CH2:6][CH2:5][CH2:4][CH:3]1[NH:7][C:19](=[O:20])[C:18]1[CH:22]=[C:23]([F:29])[C:24]([O:25][CH2:26][C:27]#[CH:28])=[C:16]([F:15])[CH:17]=1. (7) The product is: [C:26]1([CH2:25][CH2:24][C:4]2[N:3]3[CH:61]=[N:62][N:63]=[C:2]3[C:7]([C:8]3[CH:13]=[CH:12][CH:11]=[C:10]([C:14]([F:16])([F:15])[F:17])[CH:9]=3)=[C:6]([C:18]3[CH:23]=[CH:22][N:21]=[CH:20][CH:19]=3)[N:5]=2)[CH:31]=[CH:30][CH:29]=[CH:28][CH:27]=1. Given the reactants Cl[C:2]1[C:7]([C:8]2[CH:13]=[CH:12][CH:11]=[C:10]([C:14]([F:17])([F:16])[F:15])[CH:9]=2)=[C:6]([C:18]2[CH:23]=[CH:22][N:21]=[CH:20][CH:19]=2)[N:5]=[C:4]([CH2:24][CH2:25][C:26]2[CH:31]=[CH:30][CH:29]=[CH:28][CH:27]=2)[N:3]=1.FC1C=CC(C2C3N([CH:61]=[N:62][N:63]=3)C(NC(C3C=CC=CC=3)(C)C)=NC=2C2C=CN=CC=2)=CC=1, predict the reaction product. (8) Given the reactants [Cl:1][C:2]1[CH:9]=[C:8]([O:10][CH2:11][CH:12]([CH2:15][OH:16])[CH2:13][OH:14])[CH:7]=[CH:6][C:3]=1[C:4]#[N:5].O[C:18]1[CH:23]=[CH:22][C:21]([CH:24]([C:30]#[C:31][CH3:32])[CH2:25][C:26]([O:28]C)=[O:27])=[CH:20][CH:19]=1, predict the reaction product. The product is: [Cl:1][C:2]1[CH:9]=[C:8]([CH:7]=[CH:6][C:3]=1[C:4]#[N:5])[O:10][CH2:11][CH:12]([CH2:15][OH:16])[CH2:13][O:14][C:18]1[CH:23]=[CH:22][C:21]([CH:24]([C:30]#[C:31][CH3:32])[CH2:25][C:26]([OH:28])=[O:27])=[CH:20][CH:19]=1. (9) The product is: [CH3:1][O:2][C:3](=[O:15])[C:4]1[CH:5]=[C:6]([CH2:7][OH:8])[CH:11]=[C:12]([F:14])[CH:13]=1. Given the reactants [CH3:1][O:2][C:3](=[O:15])[C:4]1[CH:13]=[C:12]([F:14])[CH:11]=[C:6]([C:7](OC)=[O:8])[CH:5]=1.Cl, predict the reaction product. (10) Given the reactants C[O:2][C@:3]1([C@@H:24]2[CH2:28][S:27][C:26](=[O:29])[N:25]2CC2C=CC(OC)=CC=2)[CH2:20][C@H:19]2[CH2:21][C@@H:5]([CH2:6][CH2:7][CH2:8][CH:9]=[CH:10][CH:11]=[CH:12][CH2:13][CH2:14][C:15]([CH3:23])=[CH:16][C:17](=[O:22])[O:18]2)[O:4]1.CO[C@]1([C@@H]2CSC(=O)N2CC2C=CC(OC)=CC=2)C[C@H]2C[C@@H](CCCC=CCCC(C)=CC(=O)O2)O1, predict the reaction product. The product is: [OH:2][C@:3]1([C@@H:24]2[CH2:28][S:27][C:26](=[O:29])[NH:25]2)[CH2:20][C@H:19]2[CH2:21][C@@H:5]([CH2:6][CH2:7][CH2:8][CH:9]=[CH:10][CH:11]=[CH:12][CH2:13][CH2:14][C:15]([CH3:23])=[CH:16][C:17](=[O:22])[O:18]2)[O:4]1.